This data is from Ames mutagenicity test results for genotoxicity prediction. The task is: Regression/Classification. Given a drug SMILES string, predict its toxicity properties. Task type varies by dataset: regression for continuous values (e.g., LD50, hERG inhibition percentage) or binary classification for toxic/non-toxic outcomes (e.g., AMES mutagenicity, cardiotoxicity, hepatotoxicity). Dataset: ames. (1) The compound is CCCCCCCCCCCC(=O)OOC(=O)CCCCCCCCCCC. The result is 0 (non-mutagenic). (2) The drug is C[C@@H](C#N)CCC#N. The result is 1 (mutagenic). (3) The compound is c1ccc2c(c1)-c1ccc3ccccc3c1C1OC21. The result is 1 (mutagenic). (4) The compound is Cc1c(C)c(N)c(C)c(C)c1N. The result is 0 (non-mutagenic). (5) The result is 1 (mutagenic). The molecule is Cc1cc(O)c2c(c1O)C(=O)c1ccccc1C2=O. (6) The result is 1 (mutagenic). The molecule is CCN(C)N=O.